From a dataset of Forward reaction prediction with 1.9M reactions from USPTO patents (1976-2016). Predict the product of the given reaction. (1) Given the reactants FC(F)(F)C(O)=O.[NH2:8][CH2:9][C:10]1[CH:34]=[C:33]([F:35])[CH:32]=[CH:31][C:11]=1[CH2:12][O:13][C:14]1[CH:19]=[C:18]([CH3:20])[N:17]([C:21]2[C:26]([F:27])=[CH:25][CH:24]=[CH:23][C:22]=2[F:28])[C:16](=[O:29])[C:15]=1[Cl:30].CN1CCOCC1.[C:43]1([N:49]=[C:50]=[O:51])[CH:48]=[CH:47][CH:46]=[CH:45][CH:44]=1, predict the reaction product. The product is: [Cl:30][C:15]1[C:16](=[O:29])[N:17]([C:21]2[C:22]([F:28])=[CH:23][CH:24]=[CH:25][C:26]=2[F:27])[C:18]([CH3:20])=[CH:19][C:14]=1[O:13][CH2:12][C:11]1[CH:31]=[CH:32][C:33]([F:35])=[CH:34][C:10]=1[CH2:9][NH:8][C:50]([NH:49][C:43]1[CH:48]=[CH:47][CH:46]=[CH:45][CH:44]=1)=[O:51]. (2) Given the reactants Cl[C:2]1[N:3]=[CH:4][C:5]([C:8]([O:10]C)=[O:9])=[N:6][CH:7]=1.[F:12][C:13]([F:18])([F:17])[CH2:14][CH2:15][OH:16].C[C:20](C)([O-:22])C.[K+].[OH-].[Li+], predict the reaction product. The product is: [F:12][C:13]([F:18])([F:17])[CH2:14][CH2:15][O:16][C:2]1[N:3]=[CH:4][C:5]([C:8]([OH:10])=[O:9])=[N:6][CH:7]=1.[CH3:20][O:22][C:2]1[N:3]=[CH:4][C:5]([C:8]([OH:10])=[O:9])=[N:6][CH:7]=1. (3) Given the reactants Cl.[CH3:2][C:3]1[C:11]2[C:10]([N:12]3[CH2:17][CH2:16][CH:15]([NH2:18])[CH2:14][CH2:13]3)=[N:9][CH:8]=[N:7][C:6]=2[NH:5][CH:4]=1.CCN(C(C)C)C(C)C.[CH3:28][O:29][C:30]1[CH:31]=[C:32]([CH:36]=[CH:37][CH:38]=1)[C:33](Cl)=[O:34], predict the reaction product. The product is: [CH3:28][O:29][C:30]1[CH:31]=[C:32]([CH:36]=[CH:37][CH:38]=1)[C:33]([NH:18][CH:15]1[CH2:16][CH2:17][N:12]([C:10]2[N:9]=[CH:8][NH:7][C:6]3=[N:5][CH:4]=[C:3]([CH3:2])[C:11]=23)[CH2:13][CH2:14]1)=[O:34]. (4) Given the reactants C(=O)([O-])O.[Na+].[NH2:6][C:7]1[N:12]=[C:11]([C:13]2[CH:18]=[CH:17][C:16]([CH3:19])=[CH:15][C:14]=2[CH3:20])[C:10]([CH:21]=[O:22])=[C:9]([SH:23])[N:8]=1.Br[CH2:25][S:26]([NH:29][CH:30]1[CH2:32][CH2:31]1)(=[O:28])=[O:27].C(OCC)(=O)C, predict the reaction product. The product is: [NH2:6][C:7]1[N:8]=[C:9]([S:23][CH2:25][S:26]([NH:29][CH:30]2[CH2:32][CH2:31]2)(=[O:28])=[O:27])[C:10]([CH:21]=[O:22])=[C:11]([C:13]2[CH:18]=[CH:17][C:16]([CH3:19])=[CH:15][C:14]=2[CH3:20])[N:12]=1. (5) Given the reactants [Cl:1][C:2]1[CH:11]=[C:10]2[C:5]([C:6]([NH:12][CH2:13][CH2:14][O:15]/[N:16]=[C:17](/[C:21]3[N:22]=[C:23]([NH:26][C:27]([C:40]4[CH:45]=[CH:44][CH:43]=[CH:42][CH:41]=4)([C:34]4[CH:39]=[CH:38][CH:37]=[CH:36][CH:35]=4)[C:28]4[CH:33]=[CH:32][CH:31]=[CH:30][CH:29]=4)[S:24][CH:25]=3)\[C:18]([OH:20])=O)=[CH:7][CH:8]=[N:9]2)=[CH:4][CH:3]=1.C1(C)C=CC(S(O)(=O)=O)=CC=1.[CH:57]([O:70][C:71]([C:73]1[N:74]2[C@H:77]([S:78][CH2:79][C:80]=1[CH2:81][O:82][C:83](=[O:85])[CH3:84])[C@H:76]([NH2:86])[C:75]2=[O:87])=[O:72])([C:64]1[CH:69]=[CH:68][CH:67]=[CH:66][CH:65]=1)[C:58]1[CH:63]=[CH:62][CH:61]=[CH:60][CH:59]=1.P(Cl)(Cl)(Cl)=O.N1C(C)=CC(C)=CC=1C, predict the reaction product. The product is: [CH:57]([O:70][C:71]([C:73]1[N:74]2[C@H:77]([S:78][CH2:79][C:80]=1[CH2:81][O:82][C:83](=[O:85])[CH3:84])[C@H:76]([NH:86][C:18](=[O:20])/[C:17](=[N:16]\[O:15][CH2:14][CH2:13][NH:12][C:6]1[C:5]3[C:10](=[CH:11][C:2]([Cl:1])=[CH:3][CH:4]=3)[N:9]=[CH:8][CH:7]=1)/[C:21]1[N:22]=[C:23]([NH:26][C:27]([C:28]3[CH:29]=[CH:30][CH:31]=[CH:32][CH:33]=3)([C:40]3[CH:45]=[CH:44][CH:43]=[CH:42][CH:41]=3)[C:34]3[CH:39]=[CH:38][CH:37]=[CH:36][CH:35]=3)[S:24][CH:25]=1)[C:75]2=[O:87])=[O:72])([C:64]1[CH:65]=[CH:66][CH:67]=[CH:68][CH:69]=1)[C:58]1[CH:63]=[CH:62][CH:61]=[CH:60][CH:59]=1.